From a dataset of Catalyst prediction with 721,799 reactions and 888 catalyst types from USPTO. Predict which catalyst facilitates the given reaction. (1) Product: [Cl:24][C:19]1[CH:20]=[CH:21][CH:22]=[CH:23][C:18]=1[CH2:17][N:10]1[C:11]2[C:16](=[CH:15][CH:14]=[CH:13][CH:12]=2)[C:8]([C:5]2[CH:6]=[CH:7][C:2]([NH:1][C:45](=[O:47])[CH3:46])=[CH:3][CH:4]=2)([C:26]2[CH:27]=[C:28]([CH3:35])[C:29]([O:33][CH3:34])=[C:30]([CH3:32])[CH:31]=2)[C:9]1=[O:25]. Reactant: [NH2:1][C:2]1[CH:7]=[CH:6][C:5]([C:8]2([C:26]3[CH:31]=[C:30]([CH3:32])[C:29]([O:33][CH3:34])=[C:28]([CH3:35])[CH:27]=3)[C:16]3[C:11](=[CH:12][CH:13]=[CH:14][CH:15]=3)[N:10]([CH2:17][C:18]3[CH:23]=[CH:22][CH:21]=[CH:20][C:19]=3[Cl:24])[C:9]2=[O:25])=[CH:4][CH:3]=1.C(N(CC)C(C)C)(C)C.[C:45](Cl)(=[O:47])[CH3:46]. The catalyst class is: 2. (2) Reactant: [CH2:1]([O:3][C:4](=[O:28])[CH2:5][C:6]1[C:10]2[CH:11]=[CH:12][C:13]([O:15][CH2:16][C:17]3[C:18](Cl)=[N:19][C:20]([C:23]([F:26])([F:25])[F:24])=[CH:21][CH:22]=3)=[CH:14][C:9]=2[S:8][CH:7]=1)[CH3:2].[NH:29]1[CH2:33][CH2:32][CH2:31][CH2:30]1.CN(C=O)C.C([O-])([O-])=O.[K+].[K+]. Product: [CH2:1]([O:3][C:4](=[O:28])[CH2:5][C:6]1[C:10]2[CH:11]=[CH:12][C:13]([O:15][CH2:16][C:17]3[C:18]([N:29]4[CH2:33][CH2:32][CH2:31][CH2:30]4)=[N:19][C:20]([C:23]([F:26])([F:25])[F:24])=[CH:21][CH:22]=3)=[CH:14][C:9]=2[S:8][CH:7]=1)[CH3:2]. The catalyst class is: 6. (3) Reactant: C(OC([NH:8][CH2:9][CH2:10][CH2:11][C@@H:12]([CH2:16][C:17]1[N:18]=[CH:19][N:20]2[C:29]3[C:24](=[CH:25][C:26]([CH2:30][CH2:31][CH:32]4[CH2:37][CH2:36][CH2:35][CH2:34][CH2:33]4)=[CH:27][CH:28]=3)[CH2:23][CH2:22][C:21]=12)[C:13]([OH:15])=[O:14])=O)(C)(C)C.[ClH:38]. Product: [ClH:38].[ClH:38].[NH2:8][CH2:9][CH2:10][CH2:11][C@@H:12]([CH2:16][C:17]1[N:18]=[CH:19][N:20]2[C:29]3[C:24](=[CH:25][C:26]([CH2:30][CH2:31][CH:32]4[CH2:33][CH2:34][CH2:35][CH2:36][CH2:37]4)=[CH:27][CH:28]=3)[CH2:23][CH2:22][C:21]=12)[C:13]([OH:15])=[O:14]. The catalyst class is: 13.